From a dataset of Drug-target binding data from BindingDB using Ki measurements. Regression. Given a target protein amino acid sequence and a drug SMILES string, predict the binding affinity score between them. We predict pKi (pKi = -log10(Ki in M); higher means stronger inhibition). Dataset: bindingdb_ki. (1) The small molecule is O=C(Nc1ccc(Cl)c(C(F)(F)F)c1)[C@H]1CC=C[C@H]2CCN(Cc3ccccc3)C(=O)[C@@H]12. The target protein sequence is MDSPIQIFRGEPGPTCAPSACLPPNSSAWFPGWAEPDSNGSAGSEDAQLEPAHISPAIPVIITAVYSVVFVVGLVGNSLVMFVIIRYTKMKTATNIYIFNLALADALVTTTMPFQSTVYLMNSWPFGDVLCKIVISIDYYNMFTSIFTLTMMSVDRYIAVCHPVKALDFRTPLKAKIINICIWLLSSSVGISAIVLGGTAVREDVDVIECSLQFPDDDYSWWDLFMKICVFIFAFVIPVLIIIVCYTLMILRLKSVRLLSGSREKDRNLRRITRLVLVVVAVFVVCWTPIHIFILVEALGSTSHSTAALSSYYFCIALGYTNSSLNPILYAFLDENFKRCFRDFCFPLKMRMERQSTSRVRNTVQDPAYLRDIDGMNKPV. The pKi is 6.7. (2) The pKi is 5.0. The target protein sequence is MENQTLSIGMQSINATGMNETVGSMPQIALEVQVVTISLVLLICGVGIAGNIMVVLVVLRTKHMMTPTNCYLVSLAIADLIVLLAAGLPNISEVVASWVYGYVGCLCITYLQYLGINISACSITAFTVERYIAICHSIKAQFICTVSRAKKIIAFVWFFTSMYCVMWFFLVDITEVKFADGVQVNCGYRVSRNLYTPIYFLDFTIFYVIPLVLATVLYGLIARILFMNPLPSNPQDLSRMSSKHYGKPYNSIKLSGKGNKNTASSRKQVTKMLAVVVILFALLWMPYRTLVVVNSFMDPPYLNVWFVLFCRLCIYLNSAINPIIYNLMSQKFRAAFKNLCKCEQKRTEKAAKYNVPVYYSVMKDSSHESPDHDVTVQEDLNGFPAKKVNFTQKCVDTTTTYSVA. The small molecule is NC(=O)C1CCCN1C(=O)C(Cc1cnc[nH]1)NC(=O)[C@@H]1CCC(=O)C1. (3) The small molecule is CNc1ncnc2c1ncn2[C@@H]1O[C@H](COP(=O)(O)O)[C@@H](O)[C@H]1O. The target protein (P29410) has sequence MAPNALAPEPEHPEGIRAVLLGPPGAGKGTQAPKLAENFCVCHLATGDMLRAMVASGSELGKKLKATMDAGKLVSDEMVVELIEKNLETPSCKNGFLLDGFPRTVKQAEMLDDLMDKRKEKLDSVIEFSIQDSLLIRRITGRLIHPKSGRSYHEEFNPPKEAMKDDITGEPLIRRSDDNEKALKTRLEAYHTQTTPLVEYYRKRGIHCAIDASQTPDVVFASILAAFSKATCKDLVMFV. The pKi is 2.4. (4) The drug is CCCCCSc1nsnc1C1=CCN(C)CC1. The target protein sequence is ETENRARELAALQGSETPGKGGGSSSSSERSQPGAEGSPETPPGRCCRCCRTPRLLQAYSWKEEEEEDEGSMESLTSSEGEEPGSEVVIKMPMVDPEAQAPAKQPPRSSPNTVKRPTRKGRERAGKGQKPRGKEQLAKR. The pKi is 7.4. (5) The small molecule is O=c1ccn(CCC(CO)CNC(c2ccccc2)(c2ccccc2)c2ccccc2)c(=O)[nH]1. The target protein sequence is MHLKIVCLSDEVREMYKNHKTHHEGDSGLDLFIVKDEVLKPKSTTFVKLGIKAIALQYKSNYYYKCEKSENKKKDDDKSNIVNTSFLLFPRSSISKTPLRLANSIGLIDAGYRGEIIAALDNTSDQEYHIKKNDKLVQLVSFTGEPLSFELVEELDETSRGEGGFGSTSNNKY. The pKi is 6.6. (6) The small molecule is OC[C@H]1NC[C@H](O)[C@@H](O)C1(F)F. The pKi is 3.0. The target protein (P06835) has sequence MLLPLYGLASFLVLSQAALVNTSAPQASNDDPFNHSPSFYPTPQGGRINDGKWQAAFYRARELVDQMSIAEKVNLTTGVGSASGPCSGNTGSVPRLNISSICVQDGPLSVRAADLTDVFPCGMAASSSFNKQLIYDRAVAIGSEFKGKGADAILGPVYGPMGVKAAGGRGWEGHGPDPYLEGVIAYLQTIGIQSQGVVSTAKHLIGNEQEHFRFAKKDKHAGKIDPGMFNTSSSLSSEIDDRAMHEIYLWPFAEAVRGGVSSIMCSYNKLNGSHACQNSYLLNYLLKEELGFQGFVMTDWGALYSGIDAANAGLDMDMPCEAQYFGGNLTTAVLNGTLPQDRLDDMATRILSALIYSGVHNPDGPNYNAQTFLTEGHEYFKQQEGDIVVLNKHVDVRSDINRAVALRSAVEGVVLLKNEHETLPLGREKVKRISILGQAAGDDSKGTSCSLRGCGSGAIGTGYGSGAGTFSYFVTPADGIGARAQQEKISYEFIGDSWNQ....